The task is: Predict the reactants needed to synthesize the given product.. This data is from Full USPTO retrosynthesis dataset with 1.9M reactions from patents (1976-2016). (1) Given the product [NH2:17][C:18]1[CH:23]=[CH:22][C:21]([CH2:24][CH2:25][NH:26][C:2]2[N:7]3[C:8]([C:12]([O:14][CH2:15][CH3:16])=[O:13])=[C:9]([CH3:11])[N:10]=[C:6]3[CH:5]=[CH:4][CH:3]=2)=[CH:20][CH:19]=1, predict the reactants needed to synthesize it. The reactants are: Cl[C:2]1[N:7]2[C:8]([C:12]([O:14][CH2:15][CH3:16])=[O:13])=[C:9]([CH3:11])[N:10]=[C:6]2[CH:5]=[CH:4][CH:3]=1.[NH2:17][C:18]1[CH:23]=[CH:22][C:21]([CH2:24][CH2:25][NH2:26])=[CH:20][CH:19]=1.C(N(CC)C(C)C)(C)C. (2) Given the product [O:1]=[C:2]1[C:10]2[C:5](=[CH:6][CH:7]=[C:8]([CH2:11][NH:12][C:47](=[O:48])[O:46][C:43]([CH3:45])([CH3:44])[CH3:42])[CH:9]=2)[CH2:4][NH:3]1, predict the reactants needed to synthesize it. The reactants are: [O:1]=[C:2]1[C:10]2[C:5](=[CH:6][CH:7]=[C:8]([C:11]#[N:12])[CH:9]=2)[CH2:4][NH:3]1.C[C@@H](C1C=CC2[C@@H]3[C@@H]4O[C@@H]4[C@]4(O)[C@](C)(C(C=CC4)=O)[C@H]3CCC=2C=1)/C=C/C(C)=O.[CH3:42][C:43]([O:46][C:47](O[C:47]([O:46][C:43]([CH3:45])([CH3:44])[CH3:42])=[O:48])=[O:48])([CH3:45])[CH3:44].[BH4-].[Na+]. (3) Given the product [N+:8]1([O-:12])[CH:9]=[CH:10][CH:11]=[C:4]2[CH2:3][CH2:2][CH2:1][CH2:7][CH2:6][C:5]=12, predict the reactants needed to synthesize it. The reactants are: [CH2:1]1[CH2:7][CH2:6][C:5]2[N:8]=[CH:9][CH:10]=[CH:11][C:4]=2[CH2:3][CH2:2]1.[OH:12]O. (4) Given the product [CH3:1][O:2][C:3](=[O:21])/[CH:4]=[CH:5]/[C:6]1[CH:7]=[C:8]2[C:17](=[CH:18][CH:19]=1)[O:16][C:11]1([CH2:15][CH2:14][N:13]([CH2:22][C:23]3[CH:28]=[CH:27][CH:26]=[CH:25][CH:24]=3)[CH2:12]1)[CH2:10][C:9]2=[O:20], predict the reactants needed to synthesize it. The reactants are: [CH3:1][O:2][C:3](=[O:21])/[CH:4]=[CH:5]/[C:6]1[CH:7]=[C:8]2[C:17](=[CH:18][CH:19]=1)[O:16][C:11]1([CH2:15][CH2:14][NH:13][CH2:12]1)[CH2:10][C:9]2=[O:20].[CH:22](=O)[C:23]1[CH:28]=[CH:27][CH:26]=[CH:25][CH:24]=1.[BH-](OC(C)=O)(OC(C)=O)OC(C)=O.[Na+]. (5) Given the product [C:20]([O:25][CH2:26][CH2:27][O:16][C:15](=[O:17])[C:14]1[CH:18]=[CH:19][C:11]([CH2:10][S:9][C:7]([C:2]2[CH:3]=[CH:4][CH:5]=[CH:6][N:1]=2)=[S:8])=[CH:12][CH:13]=1)(=[O:24])[C:21]([CH3:23])=[CH2:22], predict the reactants needed to synthesize it. The reactants are: [N:1]1[CH:6]=[CH:5][CH:4]=[CH:3][C:2]=1[C:7]([S:9][CH2:10][C:11]1[CH:19]=[CH:18][C:14]([C:15]([OH:17])=[O:16])=[CH:13][CH:12]=1)=[S:8].[C:20]([O:25][CH2:26][CH2:27]O)(=[O:24])[C:21]([CH3:23])=[CH2:22].Cl.C(N=C=NCCCN(C)C)C. (6) Given the product [C:59]([O:1][CH2:2][CH2:3][O:4][CH2:5][CH2:6][NH:7][C:8]([C:10]1[C:11]([CH3:52])=[C:12]2[CH:33]=[C:31]3[N:32]=[C:28]([C:29]([CH3:36])=[C:30]3[CH2:34][CH3:35])[CH:27]=[C:25]3[NH:26][C:22]([C:23]([CH3:39])=[C:24]3[CH:37]=[CH2:38])=[CH:21][C:19]3=[N:20][C:16]([CH:17]([CH2:41][CH2:42][C:43]([O:45][CH3:46])=[O:44])[CH:18]3[CH3:40])=[C:15]([CH2:47][C:48]([O:50][CH3:51])=[O:49])[C:14]=1[NH:13]2)=[O:9])(=[O:61])[CH3:60], predict the reactants needed to synthesize it. The reactants are: [OH:1][CH2:2][CH2:3][O:4][CH2:5][CH2:6][NH:7][C:8]([C:10]1[C:11]([CH3:52])=[C:12]2[CH:33]=[C:31]3[N:32]=[C:28]([C:29]([CH3:36])=[C:30]3[CH2:34][CH3:35])[CH:27]=[C:25]3[NH:26][C:22]([C:23]([CH3:39])=[C:24]3[CH:37]=[CH2:38])=[CH:21][C:19]3=[N:20][C:16]([CH:17]([CH2:41][CH2:42][C:43]([O:45][CH3:46])=[O:44])[CH:18]3[CH3:40])=[C:15]([CH2:47][C:48]([O:50][CH3:51])=[O:49])[C:14]=1[NH:13]2)=[O:9].N1C=CC=CC=1.[C:59](OC(=O)C)(=[O:61])[CH3:60].O. (7) Given the product [CH3:3][C@H:4]1[CH2:8][CH2:7][CH2:6][N:5]1[C@H:9]1[CH2:13][CH2:12][N:11]([C:15]2[CH:20]=[N:19][C:18]([N+:21]([O-:23])=[O:22])=[CH:17][CH:16]=2)[CH2:10]1, predict the reactants needed to synthesize it. The reactants are: Cl.Cl.[CH3:3][C@H:4]1[CH2:8][CH2:7][CH2:6][N:5]1[C@H:9]1[CH2:13][CH2:12][NH:11][CH2:10]1.Cl[C:15]1[CH:16]=[CH:17][C:18]([N+:21]([O-:23])=[O:22])=[N:19][CH:20]=1.C(=O)([O-])[O-].[K+].[K+].